Task: Predict the reaction yield, written as a fraction of the theoretical maximum amount of product (1.0 means a 100% yield; for example, 0.34 means a 34% yield).. Dataset: Reaction yield outcomes from USPTO patents with 853,638 reactions (1) The reactants are [CH3:1][C:2]1[S:6][C:5]2=[N:7][C:8]([CH2:10][C:11]([O:13]CC)=[O:12])=[CH:9][N:4]2[CH:3]=1.[ClH:16]. No catalyst specified. The product is [ClH:16].[CH3:1][C:2]1[S:6][C:5]2=[N:7][C:8]([CH2:10][C:11]([OH:13])=[O:12])=[CH:9][N:4]2[CH:3]=1. The yield is 0.590. (2) The reactants are [CH3:1][O:2][C:3](=[O:30])[NH:4][CH:5]([C:9]([N:11]1[CH:17]([C:18]2[NH:19][C:20]([C:23]3[CH:28]=[CH:27][C:26](Br)=[CH:25][CH:24]=3)=[CH:21][N:22]=2)[CH2:16][C:13]2([CH2:15][CH2:14]2)[CH2:12]1)=[O:10])[CH:6]([CH3:8])[CH3:7].B1(B2OC(C)(C)C(C)(C)O2)OC(C)(C)C(C)(C)O1.C([O-])(=O)C.[K+].[CH3:54][O:55][C:56](=[O:87])[NH:57][CH:58]([C:62]([N:64]1[CH:70]([C:71]2[NH:72][C:73]([C:76]3[CH:85]=[CH:84][C:83]4[C:78](=[CH:79][CH:80]=[C:81](Br)[CH:82]=4)[CH:77]=3)=[CH:74][N:75]=2)[CH2:69][C:66]2([CH2:68][CH2:67]2)[CH2:65]1)=[O:63])[CH:59]([CH3:61])[CH3:60].P([O-])([O-])([O-])=O.[K+].[K+].[K+]. The catalyst is O1CCOCC1. The product is [CH3:54][O:55][C:56](=[O:87])[NH:57][CH:58]([C:62]([N:64]1[CH:70]([C:71]2[NH:72][C:73]([C:76]3[CH:85]=[CH:84][C:83]4[C:78](=[CH:79][CH:80]=[C:81]([C:26]5[CH:25]=[CH:24][C:23]([C:20]6[NH:19][C:18]([CH:17]7[CH2:16][C:13]8([CH2:14][CH2:15]8)[CH2:12][N:11]7[C:9](=[O:10])[CH:5]([NH:4][C:3]([O:2][CH3:1])=[O:30])[CH:6]([CH3:8])[CH3:7])=[N:22][CH:21]=6)=[CH:28][CH:27]=5)[CH:82]=4)[CH:77]=3)=[CH:74][N:75]=2)[CH2:69][C:66]2([CH2:68][CH2:67]2)[CH2:65]1)=[O:63])[CH:59]([CH3:61])[CH3:60]. The yield is 0.240. (3) The reactants are [Cl:1][C:2]1[CH:10]=[C:9]2[C:5]([C:6]([CH2:11][CH2:12][NH2:13])=[CH:7][NH:8]2)=[CH:4][C:3]=1[CH3:14].[F:15][C:16]1[CH:17]=[C:18]([CH:29]=[CH:30][CH:31]=1)[CH2:19][C:20]1[CH:28]=[CH:27][C:23]([C:24](O)=[O:25])=[CH:22][CH:21]=1.CN(C(ON1N=NC2C=CC=NC1=2)=[N+](C)C)C.F[P-](F)(F)(F)(F)F.C(N(CC)C(C)C)(C)C. The catalyst is CN(C=O)C. The product is [Cl:1][C:2]1[CH:10]=[C:9]2[C:5]([C:6]([CH2:11][CH2:12][NH:13][C:24](=[O:25])[C:23]3[CH:22]=[CH:21][C:20]([CH2:19][C:18]4[CH:29]=[CH:30][CH:31]=[C:16]([F:15])[CH:17]=4)=[CH:28][CH:27]=3)=[CH:7][NH:8]2)=[CH:4][C:3]=1[CH3:14]. The yield is 0.140. (4) The catalyst is CS(C)=O. The yield is 0.910. The product is [C:16]1([C:3]2[C:2]([N:22]3[CH2:27][CH2:26][NH:25][CH2:24][CH2:23]3)=[N:11][C:10]3[C:5](=[CH:6][CH:7]=[C:8]([C:12]([O:14][CH3:15])=[O:13])[CH:9]=3)[N:4]=2)[CH:21]=[CH:20][CH:19]=[CH:18][CH:17]=1. The reactants are Br[C:2]1[C:3]([C:16]2[CH:21]=[CH:20][CH:19]=[CH:18][CH:17]=2)=[N:4][C:5]2[C:10]([N:11]=1)=[CH:9][C:8]([C:12]([O:14][CH3:15])=[O:13])=[CH:7][CH:6]=2.[NH:22]1[CH2:27][CH2:26][NH:25][CH2:24][CH2:23]1. (5) The reactants are [C:1]([O:5][C:6](=[O:25])[NH:7][C@@H:8]([CH2:18][C:19]1[CH:24]=[CH:23][CH:22]=[CH:21][CH:20]=1)[CH2:9][NH:10][C:11]1[CH:16]=[N:15][CH:14]=[C:13](Cl)[N:12]=1)([CH3:4])([CH3:3])[CH3:2].[CH2:26]([O:33][CH2:34][N:35]1[C:43]2[C:38](=[CH:39][C:40](B(O)O)=[CH:41][CH:42]=2)[C:37]([CH3:47])=[N:36]1)[C:27]1[CH:32]=[CH:31][CH:30]=[CH:29][CH:28]=1.C(=O)([O-])[O-].[K+].[K+]. The catalyst is CN(C=O)C.O.C1C=CC(P(C2C=CC=CC=2)[C-]2C=CC=C2)=CC=1.C1C=CC(P(C2C=CC=CC=2)[C-]2C=CC=C2)=CC=1.Cl[Pd]Cl.[Fe+2]. The product is [C:1]([O:5][C:6](=[O:25])[NH:7][CH:8]([CH2:18][C:19]1[CH:24]=[CH:23][CH:22]=[CH:21][CH:20]=1)[CH2:9][NH:10][C:11]1[CH:16]=[N:15][CH:14]=[C:13]([C:40]2[CH:39]=[C:38]3[C:43](=[CH:42][CH:41]=2)[N:35]([CH2:34][O:33][CH2:26][C:27]2[CH:32]=[CH:31][CH:30]=[CH:29][CH:28]=2)[N:36]=[C:37]3[CH3:47])[N:12]=1)([CH3:4])([CH3:3])[CH3:2]. The yield is 0.810. (6) The reactants are C[O:2][C:3]1[CH:8]=[CH:7][C:6]([NH:9][C:10](=[O:14])[CH2:11][CH2:12]Cl)=[CH:5][CH:4]=1.CN(C)C(=O)C.Cl[Al](Cl)Cl. No catalyst specified. The product is [OH:2][C:3]1[CH:8]=[C:7]2[C:6](=[CH:5][CH:4]=1)[NH:9][C:10](=[O:14])[CH2:11][CH2:12]2. The yield is 0.929.